This data is from Catalyst prediction with 721,799 reactions and 888 catalyst types from USPTO. The task is: Predict which catalyst facilitates the given reaction. (1) Reactant: Br[C:2]1[CH:7]=[CH:6][C:5]([OH:8])=[C:4]([CH3:9])[CH:3]=1.C([Li])CCC.[CH3:15][Si:16](Cl)([CH3:18])[CH3:17].[Cl-].[NH4+]. Product: [CH3:9][C:4]1[CH:3]=[C:2]([Si:16]([CH3:18])([CH3:17])[CH3:15])[CH:7]=[CH:6][C:5]=1[O:8][Si:16]([CH3:18])([CH3:17])[CH3:15]. The catalyst class is: 1. (2) Reactant: O.[OH-].[Cs+].[NH2:4][CH2:5][CH2:6][CH2:7][CH2:8][CH2:9][CH2:10][CH2:11][NH:12][C:13]1[CH:28]=[CH:27][CH:26]=[C:25]2[C:14]=1[C:15](=[O:29])[C:16]1[C:24]3[C:23]2=[N:22][NH:21][C:20]=3[CH:19]=[CH:18][CH:17]=1.[CH2:30](Br)[C:31]1[CH:36]=[CH:35][CH:34]=[CH:33][CH:32]=1. Product: [CH2:30]([N:21]1[C:20]2[CH:19]=[CH:18][CH:17]=[C:16]3[C:15](=[O:29])[C:14]4[C:25]([C:23]([C:24]=23)=[N:22]1)=[CH:26][CH:27]=[CH:28][C:13]=4[NH:12][CH2:11][CH2:10][CH2:9][CH2:8][CH2:7][CH2:6][CH2:5][NH2:4])[C:31]1[CH:36]=[CH:35][CH:34]=[CH:33][CH:32]=1. The catalyst class is: 3.